From a dataset of Experimentally validated miRNA-target interactions with 360,000+ pairs, plus equal number of negative samples. Binary Classification. Given a miRNA mature sequence and a target amino acid sequence, predict their likelihood of interaction. The miRNA is hsa-let-7f-5p with sequence UGAGGUAGUAGAUUGUAUAGUU. The protein sequence of the target gene is MPAALVENSQVICEVWASNLEEEMRKIREIVLSYSYIAMDTEFPGVVVRPIGEFRSSIDYQYQLLRCNVDLLKIIQLGLTFTNEKGEYPSGINTWQFNFKFNLTEDMYSQDSIDLLANSGLQFQKHEEEGIDTLHFAELLMTSGVVLCDNVKWLSFHSGYDFGYMVKLLTDSRLPEEEHEFFHILNLFFPSIYDVKYLMKSCKNLKGGLQEVADQLDLQRIGRQHQAGSDSLLTGMAFFRMKELFFEDSIDDAKYCGRLYGLGTGVAQKQNEDVDSAQEKMSILAIINNMQQ. Result: 1 (interaction).